From a dataset of Full USPTO retrosynthesis dataset with 1.9M reactions from patents (1976-2016). Predict the reactants needed to synthesize the given product. (1) Given the product [NH:18]1[C:1]([CH:3]2[CH2:7][CH2:6][N:5]([C:8]([O:10][CH2:11][C:12]3[CH:17]=[CH:16][CH:15]=[CH:14][CH:13]=3)=[O:9])[CH2:4]2)=[N:2][N:20]=[N:19]1, predict the reactants needed to synthesize it. The reactants are: [C:1]([CH:3]1[CH2:7][CH2:6][N:5]([C:8]([O:10][CH2:11][C:12]2[CH:17]=[CH:16][CH:15]=[CH:14][CH:13]=2)=[O:9])[CH2:4]1)#[N:2].[N-:18]=[N+:19]=[N-:20].[Na+].C(Cl)Cl.C(O)(=O)C1C(=CC=CC=1)O. (2) The reactants are: F[C:2](F)(F)[C:3](O)=O.[NH:8]1[CH2:12][CH2:11][CH:10]([S:13]([C:16]2[CH:21]=[CH:20][C:19]([OH:22])=[CH:18][CH:17]=2)(=[O:15])=[O:14])[CH2:9]1.C([O-])(O)=O.[Na+].C=O.[C:30]1([CH2:36][C:37]#C)[CH:35]=[CH:34][CH:33]=[CH:32][CH:31]=1. Given the product [C:30]1([CH2:36][C:37]#[C:2][CH2:3][N:8]2[CH2:12][CH2:11][CH:10]([S:13]([C:16]3[CH:21]=[CH:20][C:19]([OH:22])=[CH:18][CH:17]=3)(=[O:15])=[O:14])[CH2:9]2)[CH:35]=[CH:34][CH:33]=[CH:32][CH:31]=1, predict the reactants needed to synthesize it. (3) Given the product [F:23][C:22]([F:25])([F:24])[C:20]([OH:26])=[O:21].[NH:12]1[C:7]2=[N:8][CH:9]=[CH:10][CH:11]=[C:6]2[CH2:5][CH:4]1[C:1]([NH2:2])=[O:3], predict the reactants needed to synthesize it. The reactants are: [C:1]([CH:4]1[N:12](C(OC(C)(C)C)=O)[C:7]2=[N:8][CH:9]=[CH:10][CH:11]=[C:6]2[CH2:5]1)(=[O:3])[NH2:2].[C:20]([OH:26])([C:22]([F:25])([F:24])[F:23])=[O:21]. (4) Given the product [Cl:8][C:6]1[CH:7]=[C:2]([N:11]2[C@H:12]([CH3:16])[CH2:13][CH2:14][CH2:15][C@@H:10]2[CH3:9])[N:3]=[CH:4][N:5]=1, predict the reactants needed to synthesize it. The reactants are: Cl[C:2]1[CH:7]=[C:6]([Cl:8])[N:5]=[CH:4][N:3]=1.[CH3:9][C@H:10]1[CH2:15][CH2:14][CH2:13][C@@H:12]([CH3:16])[NH:11]1. (5) Given the product [O:14]1[CH2:15][CH2:16][CH2:17][CH2:18][CH:13]1[N:12]1[CH:11]=[N:10][N:9]=[C:8]1[C:5]1[CH:6]=[CH:7][C:2]([B:19]2[O:23][C:22]([CH3:25])([CH3:24])[C:21]([CH3:27])([CH3:26])[O:20]2)=[CH:3][CH:4]=1, predict the reactants needed to synthesize it. The reactants are: Br[C:2]1[CH:7]=[CH:6][C:5]([C:8]2[N:12]([CH:13]3[CH2:18][CH2:17][CH2:16][CH2:15][O:14]3)[CH:11]=[N:10][N:9]=2)=[CH:4][CH:3]=1.[B:19]1([B:19]2[O:23][C:22]([CH3:25])([CH3:24])[C:21]([CH3:27])([CH3:26])[O:20]2)[O:23][C:22]([CH3:25])([CH3:24])[C:21]([CH3:27])([CH3:26])[O:20]1.C([O-])(=O)C. (6) Given the product [CH3:9][O:8][C:4]1[CH:5]=[CH:6][CH:7]=[C:2]([CH:16]=[CH2:17])[N:3]=1, predict the reactants needed to synthesize it. The reactants are: Br[C:2]1[CH:7]=[CH:6][CH:5]=[C:4]([O:8][CH3:9])[N:3]=1.C(=O)([O-])[O-].[Na+].[Na+].[CH3:16][C:17]1(C)C(C)(C)OB(C=C)O1.